This data is from Full USPTO retrosynthesis dataset with 1.9M reactions from patents (1976-2016). The task is: Predict the reactants needed to synthesize the given product. (1) Given the product [N:21]1([CH2:20][CH2:19][O:18][C:11]2[C:12]3[C:17](=[CH:16][CH:15]=[CH:14][CH:13]=3)[C:8]([NH:7][C:5](=[O:6])[C:4]3[CH:27]=[CH:28][N:29]=[C:2]([N:30]4[CH2:34][CH2:33][CH2:32][CH2:31]4)[CH:3]=3)=[CH:9][CH:10]=2)[CH2:26][CH2:25][O:24][CH2:23][CH2:22]1, predict the reactants needed to synthesize it. The reactants are: Cl[C:2]1[CH:3]=[C:4]([CH:27]=[CH:28][N:29]=1)[C:5]([NH:7][C:8]1[C:17]2[C:12](=[CH:13][CH:14]=[CH:15][CH:16]=2)[C:11]([O:18][CH2:19][CH2:20][N:21]2[CH2:26][CH2:25][O:24][CH2:23][CH2:22]2)=[CH:10][CH:9]=1)=[O:6].[NH:30]1[CH2:34][CH2:33][CH2:32][CH2:31]1. (2) Given the product [CH2:1]([C:8]1[S:12][C:11]2[CH:13]=[CH:14][CH:15]=[CH:16][C:10]=2[C:9]=1[C:17]1[CH:22]=[CH:21][C:20]([C:23]2[CH:28]=[CH:27][C:26]([O:29][CH2:32][C:33]([OH:35])=[O:34])=[C:25]([Br:30])[CH:24]=2)=[CH:19][CH:18]=1)[C:2]1[CH:3]=[CH:4][CH:5]=[CH:6][CH:7]=1, predict the reactants needed to synthesize it. The reactants are: [CH2:1]([C:8]1[S:12][C:11]2[CH:13]=[CH:14][CH:15]=[CH:16][C:10]=2[C:9]=1[C:17]1[CH:22]=[CH:21][C:20]([C:23]2[CH:28]=[CH:27][C:26]([OH:29])=[C:25]([Br:30])[CH:24]=2)=[CH:19][CH:18]=1)[C:2]1[CH:7]=[CH:6][CH:5]=[CH:4][CH:3]=1.Br[CH2:32][C:33]([O:35]C)=[O:34].